This data is from Ames mutagenicity test results for genotoxicity prediction. The task is: Regression/Classification. Given a drug SMILES string, predict its toxicity properties. Task type varies by dataset: regression for continuous values (e.g., LD50, hERG inhibition percentage) or binary classification for toxic/non-toxic outcomes (e.g., AMES mutagenicity, cardiotoxicity, hepatotoxicity). Dataset: ames. (1) The molecule is O=[N+]([O-])c1c(O)cc2c3c(cccc13)-c1ccccc1-2. The result is 1 (mutagenic). (2) The compound is Cc1nc2c(c3[nH]c4ccccc4c13)C(=O)C=CC2=O. The result is 1 (mutagenic). (3) The molecule is CCOC(=O)CC(SP(=S)(OC)OC)C(=O)OCC. The result is 0 (non-mutagenic). (4) The compound is NC1c2ccccc2-c2ccccc21. The result is 0 (non-mutagenic). (5) The result is 0 (non-mutagenic). The molecule is CC(O)c1ccccc1. (6) The drug is Cc1ccc2ccc3cccc4ccc1c2c34. The result is 1 (mutagenic). (7) The compound is CCCCC(C)C(OC(=O)CC(CC(=O)O)C(=O)O)C(CC(C)CCCCCCC(O)CC(O)C(C)N)OC(=O)CC(CC(=O)O)C(=O)O. The result is 0 (non-mutagenic). (8) The molecule is O=NN1CC(=O)NC1=O. The result is 1 (mutagenic).